This data is from Catalyst prediction with 721,799 reactions and 888 catalyst types from USPTO. The task is: Predict which catalyst facilitates the given reaction. (1) Reactant: [CH2:1]([O:8][C:9]([N:11]1[CH2:16][CH2:15][CH:14]([CH:17]([C:21]2[CH:26]=[CH:25][CH:24]=[CH:23][CH:22]=2)[C:18]([OH:20])=[O:19])[CH2:13][CH2:12]1)=[O:10])[C:2]1[CH:7]=[CH:6][CH:5]=[CH:4][CH:3]=1.[N+](=[CH2:29])=[N-]. Product: [CH3:29][O:19][C:18](=[O:20])[CH:17]([CH:14]1[CH2:15][CH2:16][N:11]([C:9]([O:8][CH2:1][C:2]2[CH:3]=[CH:4][CH:5]=[CH:6][CH:7]=2)=[O:10])[CH2:12][CH2:13]1)[C:21]1[CH:26]=[CH:25][CH:24]=[CH:23][CH:22]=1. The catalyst class is: 1. (2) Reactant: C([C:4]1[CH:5]=[C:6]([NH:10]/[C:11](=[C:18]2\[C:19](=[O:27])[NH:20][C:21]3[C:26]\2=[CH:25][CH:24]=[CH:23][CH:22]=3)/[C:12]2[CH:17]=[CH:16][CH:15]=[CH:14][CH:13]=2)[CH:7]=[CH:8][CH:9]=1)(O)=O.[CH2:28]([O:30][C:31](=[O:35])CNC)[CH3:29].CN([C:39]([O:43]N1N=NC2C=CC=CC1=2)=[N+:40]([CH3:42])[CH3:41])C.[B-](F)(F)(F)F.C1C=CC2N(O)N=NC=2C=1. Product: [CH2:28]([O:30][C:31]([CH2:42][N:40]([CH3:41])[C:39]([C:4]1[CH:5]=[C:6]([NH:10]/[C:11](=[C:18]2\[C:19](=[O:27])[NH:20][C:21]3[C:26]\2=[CH:25][CH:24]=[CH:23][CH:22]=3)/[C:12]2[CH:17]=[CH:16][CH:15]=[CH:14][CH:13]=2)[CH:7]=[CH:8][CH:9]=1)=[O:43])=[O:35])[CH3:29]. The catalyst class is: 338. (3) Reactant: [NH2:1][C:2]1[N:7]=[C:6]([NH:8][C:9]([C:11]2[N:15]([CH3:16])[N:14]=[CH:13][CH:12]=2)=[O:10])[CH:5]=[N:4][C:3]=1Cl.[Cl:18][C:19]1[C:24]([Cl:25])=[CH:23][C:22]([O:26][CH3:27])=[CH:21][C:20]=1B1OC(C)(C)C(C)(C)O1.C(=O)([O-])[O-].[Cs+].[Cs+]. Product: [NH2:1][C:2]1[N:7]=[C:6]([NH:8][C:9]([C:11]2[N:15]([CH3:16])[N:14]=[CH:13][CH:12]=2)=[O:10])[CH:5]=[N:4][C:3]=1[C:20]1[CH:21]=[C:22]([O:26][CH3:27])[CH:23]=[C:24]([Cl:25])[C:19]=1[Cl:18]. The catalyst class is: 38. (4) Reactant: [ClH:1].C(OC([NH:9][C@H:10]([C:26]([NH:28][C:29]1[CH:34]=[CH:33][CH:32]=[C:31]([F:35])[C:30]=1[CH2:36][CH2:37][C@H:38]1[O:43][CH2:42][C@@H:41]([CH2:44][O:45][C:46](=[O:53])[NH:47][CH2:48][C:49]([F:52])([F:51])[F:50])[N:40](C(OC(C)(C)C)=O)[CH2:39]1)=[O:27])[CH:11]([C:19]1[CH:24]=[CH:23][C:22]([F:25])=[CH:21][CH:20]=1)[C:12]1[CH:17]=[CH:16][C:15]([F:18])=[CH:14][CH:13]=1)=O)(C)(C)C. Product: [ClH:1].[ClH:1].[F:25][C:22]1[CH:21]=[CH:20][C:19]([CH:11]([C:12]2[CH:13]=[CH:14][C:15]([F:18])=[CH:16][CH:17]=2)[C@@H:10]([C:26]([NH:28][C:29]2[CH:34]=[CH:33][CH:32]=[C:31]([F:35])[C:30]=2[CH2:36][CH2:37][C@H:38]2[O:43][CH2:42][C@@H:41]([CH2:44][O:45][C:46](=[O:53])[NH:47][CH2:48][C:49]([F:52])([F:51])[F:50])[NH:40][CH2:39]2)=[O:27])[NH2:9])=[CH:24][CH:23]=1. The catalyst class is: 12.